Predict the reaction yield, written as a fraction of the theoretical maximum amount of product (1.0 means a 100% yield; for example, 0.34 means a 34% yield). From a dataset of Reaction yield outcomes from USPTO patents with 853,638 reactions. (1) The reactants are [NH2:1][C:2]1[N:6]([CH2:7][CH2:8][CH2:9][CH3:10])[C:5](Br)=[N:4][C:3]=1[C:12]([NH2:14])=[O:13].CC(C)([O-])C.[K+].[Br-].[Li+].[Cl:23][C:24]1[C:32]2[S:31][C:30]([SH:33])=[N:29][C:28]=2[CH:27]=[CH:26][CH:25]=1. The catalyst is CN(C=O)C. The product is [NH2:1][C:2]1[N:6]([CH2:7][CH2:8][CH2:9][CH3:10])[C:5]([S:33][C:30]2[S:31][C:32]3[C:24]([Cl:23])=[CH:25][CH:26]=[CH:27][C:28]=3[N:29]=2)=[N:4][C:3]=1[C:12]([NH2:14])=[O:13]. The yield is 0.490. (2) The reactants are [N+:1]([C:4]1[C:13]2[O:12][CH2:11][CH2:10][O:9][C:8]=2[CH:7]=[CH:6][C:5]=1[NH:14][C:15](=[O:21])[O:16][C:17]([CH3:20])([CH3:19])[CH3:18])([O-:3])=[O:2].[H-].[Na+].S(OC)(O[CH3:28])(=O)=O.O. The catalyst is CN(C=O)C. The product is [CH3:28][N:14]([C:5]1[CH:6]=[CH:7][C:8]2[O:9][CH2:10][CH2:11][O:12][C:13]=2[C:4]=1[N+:1]([O-:3])=[O:2])[C:15](=[O:21])[O:16][C:17]([CH3:18])([CH3:20])[CH3:19]. The yield is 0.920. (3) The reactants are [C:1]([NH:8][C@H:9]([C:17]([OH:19])=O)[CH2:10][C:11]1[CH:16]=[CH:15][CH:14]=[CH:13][CH:12]=1)([O:3][C:4]([CH3:7])([CH3:6])[CH3:5])=[O:2].[CH2:20]([O:22][C:23]([C@:25]1([NH2:37])[CH2:30][C@H:29]([OH:31])[C@@H:28]2[C@H:26]1[C@H:27]2[C:32]([O:34][CH2:35][CH3:36])=[O:33])=[O:24])[CH3:21]. The catalyst is ClCCl. The product is [CH2:20]([O:22][C:23]([C@:25]1([NH:37][C:17](=[O:19])[CH:9]([NH:8][C:1]([O:3][C:4]([CH3:5])([CH3:6])[CH3:7])=[O:2])[CH2:10][C:11]2[CH:12]=[CH:13][CH:14]=[CH:15][CH:16]=2)[CH2:30][C@H:29]([OH:31])[C@@H:28]2[C@H:26]1[C@H:27]2[C:32]([O:34][CH2:35][CH3:36])=[O:33])=[O:24])[CH3:21]. The yield is 0.870. (4) The reactants are [H-].C([Al+]CC(C)C)C(C)C.C[O:12][C:13]([C:15]1([OH:38])[CH2:20][C@@H:19]([O:21][Si:22]([C:25]([CH3:28])([CH3:27])[CH3:26])([CH3:24])[CH3:23])[C:18](=[CH2:29])[C@H:17]([O:30][Si:31]([C:34]([CH3:37])([CH3:36])[CH3:35])([CH3:33])[CH3:32])[CH2:16]1)=O. The catalyst is CCOCC. The product is [Si:22]([O:21][C@H:19]1[C:18](=[CH2:29])[C@H:17]([O:30][Si:31]([C:34]([CH3:37])([CH3:36])[CH3:35])([CH3:33])[CH3:32])[CH2:16][C:15]([CH2:13][OH:12])([OH:38])[CH2:20]1)([C:25]([CH3:27])([CH3:28])[CH3:26])([CH3:24])[CH3:23]. The yield is 0.240. (5) The reactants are Br[C:2]1[CH:20]=[CH:19][C:5]([CH2:6][CH:7]2[CH2:11][CH2:10][N:9]([CH:12]3[CH2:17][CH2:16][CH:15]=[CH:14][CH2:13]3)[C:8]2=[O:18])=[C:4]([Cl:21])[CH:3]=1.[N:22]1[CH:27]=[CH:26][CH:25]=[C:24](B(O)O)[CH:23]=1.C([O-])([O-])=O.[Na+].[Na+].C([O-])(O)=O.[Na+]. The catalyst is C1C=CC([P]([Pd]([P](C2C=CC=CC=2)(C2C=CC=CC=2)C2C=CC=CC=2)([P](C2C=CC=CC=2)(C2C=CC=CC=2)C2C=CC=CC=2)[P](C2C=CC=CC=2)(C2C=CC=CC=2)C2C=CC=CC=2)(C2C=CC=CC=2)C2C=CC=CC=2)=CC=1.COCCOC.O. The product is [Cl:21][C:4]1[CH:3]=[C:2]([C:24]2[CH:23]=[N:22][CH:27]=[CH:26][CH:25]=2)[CH:20]=[CH:19][C:5]=1[CH2:6][CH:7]1[CH2:11][CH2:10][N:9]([CH:12]2[CH2:17][CH2:16][CH:15]=[CH:14][CH2:13]2)[C:8]1=[O:18]. The yield is 0.160. (6) The reactants are [CH:1]1([NH:6][C:7]2[C:12]([C:13]#[N:14])=[CH:11][N:10]=[C:9](S(C)=O)[N:8]=2)[CH2:5][CH2:4][CH2:3][CH2:2]1.[C:18]([O:22][C:23]([N:25]1[CH2:30][CH2:29][N:28]([C:31]2[CH:32]=[N:33][C:34]([NH2:37])=[CH:35][CH:36]=2)[CH2:27][CH2:26]1)=[O:24])([CH3:21])([CH3:20])[CH3:19]. The catalyst is C1(C)C=CC=CC=1. The product is [C:18]([O:22][C:23]([N:25]1[CH2:30][CH2:29][N:28]([C:31]2[CH:32]=[N:33][C:34]([NH:37][C:9]3[N:8]=[C:7]([NH:6][CH:1]4[CH2:5][CH2:4][CH2:3][CH2:2]4)[C:12]([C:13]#[N:14])=[CH:11][N:10]=3)=[CH:35][CH:36]=2)[CH2:27][CH2:26]1)=[O:24])([CH3:21])([CH3:19])[CH3:20]. The yield is 0.130. (7) The reactants are [C:1]([N:4]([C:34]1[CH:39]=[CH:38][C:37]([Cl:40])=[CH:36][CH:35]=1)[C@H:5]1[C:14]2[C:9](=[CH:10][CH:11]=[CH:12][CH:13]=2)[N:8]([C:15]([C:17]2[CH:32]=[CH:31][C:20]([O:21][CH2:22][C:23]3[O:27][C:26]([C:28]([OH:30])=O)=[CH:25][CH:24]=3)=[CH:19][CH:18]=2)=[O:16])[C@@H:7]([CH3:33])[CH2:6]1)(=[O:3])[CH3:2].C1C=CC2N(O)N=[N:47]C=2C=1.CCN=C=NCCCN(C)C.[Cl-].[NH4+]. The catalyst is C1COCC1.CN(C=O)C.C(OCC)(=O)C. The product is [C:1]([N:4]([C:34]1[CH:39]=[CH:38][C:37]([Cl:40])=[CH:36][CH:35]=1)[C@H:5]1[C:14]2[C:9](=[CH:10][CH:11]=[CH:12][CH:13]=2)[N:8]([C:15]([C:17]2[CH:18]=[CH:19][C:20]([O:21][CH2:22][C:23]3[O:27][C:26]([C:28]([NH2:47])=[O:30])=[CH:25][CH:24]=3)=[CH:31][CH:32]=2)=[O:16])[C@@H:7]([CH3:33])[CH2:6]1)(=[O:3])[CH3:2]. The yield is 0.610.